This data is from Catalyst prediction with 721,799 reactions and 888 catalyst types from USPTO. The task is: Predict which catalyst facilitates the given reaction. (1) Reactant: [NH2:1][C:2]1[CH:7]=[CH:6][C:5]([C:8]2[C:9]([N:28]([CH3:33])[S:29]([CH3:32])(=[O:31])=[O:30])=[CH:10][C:11]3[O:15][C:14]([C:16]4[CH:21]=[CH:20][C:19]([F:22])=[CH:18][CH:17]=4)=[C:13]([C:23]([NH:25][CH3:26])=[O:24])[C:12]=3[CH:27]=2)=[CH:4][C:3]=1[C:34]1[O:35][C:36]2[CH:42]=[CH:41][CH:40]=[C:39]([F:43])[C:37]=2[N:38]=1.N1C=CC=CC=1.[CH3:50][S:51](Cl)(=[O:53])=[O:52]. Product: [F:43][C:39]1[C:37]2[N:38]=[C:34]([C:3]3[CH:4]=[C:5]([C:8]4[C:9]([N:28]([CH3:33])[S:29]([CH3:32])(=[O:30])=[O:31])=[CH:10][C:11]5[O:15][C:14]([C:16]6[CH:21]=[CH:20][C:19]([F:22])=[CH:18][CH:17]=6)=[C:13]([C:23]([NH:25][CH3:26])=[O:24])[C:12]=5[CH:27]=4)[CH:6]=[CH:7][C:2]=3[NH:1][S:51]([CH3:50])(=[O:53])=[O:52])[O:35][C:36]=2[CH:42]=[CH:41][CH:40]=1. The catalyst class is: 4. (2) Reactant: C[CH:2]1[CH2:7][CH2:6][N:5]([C:8]2[CH:13]=[CH:12][N:11]=[CH:10][C:9]=2[N+:14]([O-])=O)[CH2:4][CH:3]1[NH:17][C:18](=[O:24])[O:19][C:20]([CH3:23])([CH3:22])[CH3:21].[CH3:25]CO. Product: [NH2:14][C:9]1[CH:10]=[N:11][CH:12]=[CH:13][C:8]=1[N:5]1[CH2:6][CH:7]([CH3:25])[CH2:2][CH:3]([NH:17][C:18](=[O:24])[O:19][C:20]([CH3:21])([CH3:22])[CH3:23])[CH2:4]1. The catalyst class is: 45. (3) Reactant: [C:1]([O:5][C:6]([NH:8][C@:9]1([C:14]([OH:16])=O)[CH2:11][C@H:10]1[CH:12]=[CH2:13])=[O:7])([CH3:4])([CH3:3])[CH3:2].C1N=CN(C(N2C=NC=C2)=O)C=1.C1CCN2C(=NCCC2)CC1.[CH2:40]([C:49]1([S:52]([NH2:55])(=[O:54])=[O:53])[CH2:51][CH2:50]1)[CH2:41][CH2:42][CH2:43][CH2:44][CH2:45][CH2:46][CH:47]=[CH2:48]. Product: [CH2:40]([C:49]1([S:52]([NH:55][C:14]([C@@:9]2([NH:8][C:6](=[O:7])[O:5][C:1]([CH3:2])([CH3:3])[CH3:4])[CH2:11][C@H:10]2[CH:12]=[CH2:13])=[O:16])(=[O:53])=[O:54])[CH2:51][CH2:50]1)[CH2:41][CH2:42][CH2:43][CH2:44][CH2:45][CH2:46][CH:47]=[CH2:48]. The catalyst class is: 1. (4) Reactant: Cl[S:2]([N:5]=[C:6]=[O:7])(=[O:4])=[O:3].[Cl:8][CH2:9][CH2:10][OH:11].[CH2:12]([C:20]1[CH:26]=[CH:25][C:23]([NH2:24])=[CH:22][CH:21]=1)[CH2:13][CH2:14][CH2:15][CH2:16][CH2:17][CH2:18][CH3:19].C(N(CC)CC)C.S(Cl)(=O)(=O)N. The catalyst class is: 4. Product: [CH2:12]([C:20]1[CH:21]=[CH:22][C:23]([NH:24][S:2]([NH:5][C:6](=[O:7])[O:11][CH2:10][CH2:9][Cl:8])(=[O:4])=[O:3])=[CH:25][CH:26]=1)[CH2:13][CH2:14][CH2:15][CH2:16][CH2:17][CH2:18][CH3:19]. (5) Reactant: [CH3:1][S:2]([NH:5][CH2:6][CH2:7][NH:8]C(=O)OC(C)(C)C)(=[O:4])=[O:3].[ClH:16].O1CCOCC1.C(OCC)(=O)C. Product: [ClH:16].[ClH:16].[NH2:8][CH2:7][CH2:6][NH:5][S:2]([CH3:1])(=[O:4])=[O:3]. The catalyst class is: 27. (6) The catalyst class is: 371. Reactant: [CH3:1][O:2][C:3]1[N:8]2[N:9]=[C:10]([C:12]([F:15])([F:14])[F:13])[CH:11]=[C:7]2[C:6]([CH:16]=[O:17])=[CH:5][CH:4]=1.O.O.P([O-])(O)(O)=[O:21].[Na+].CC(=CC)C.Cl([O-])=O.[Na+].[OH-].[Na+]. Product: [CH3:1][O:2][C:3]1[N:8]2[N:9]=[C:10]([C:12]([F:15])([F:13])[F:14])[CH:11]=[C:7]2[C:6]([C:16]([OH:21])=[O:17])=[CH:5][CH:4]=1. (7) Reactant: [C:1]1([B:7]([OH:9])[OH:8])[CH:6]=[CH:5][CH:4]=[CH:3][CH:2]=1.[N+:10]([O-])([OH:12])=[O:11].C(Cl)Cl.CCO. Product: [N+:10]([C:2]1[CH:3]=[CH:4][CH:5]=[CH:6][C:1]=1[B:7]([OH:9])[OH:8])([O-:12])=[O:11]. The catalyst class is: 152.